From a dataset of Reaction yield outcomes from USPTO patents with 853,638 reactions. Predict the reaction yield, written as a fraction of the theoretical maximum amount of product (1.0 means a 100% yield; for example, 0.34 means a 34% yield). (1) The reactants are [NH2:1][C:2]1[C:3]([NH:12][CH2:13][CH2:14][CH2:15][OH:16])=[C:4]([CH:9]=[CH:10][CH:11]=1)[C:5]([O:7][CH3:8])=[O:6].[Cl:17][C:18]1[CH:23]=[C:22]([Cl:24])[CH:21]=[CH:20][C:19]=1[N:25]=[C:26]=[S:27]. The catalyst is O1CCCC1. The product is [Cl:17][C:18]1[CH:23]=[C:22]([Cl:24])[CH:21]=[CH:20][C:19]=1[NH:25][C:26]([NH:1][C:2]1[C:3]([NH:12][CH2:13][CH2:14][CH2:15][OH:16])=[C:4]([CH:9]=[CH:10][CH:11]=1)[C:5]([O:7][CH3:8])=[O:6])=[S:27]. The yield is 0.980. (2) The reactants are [CH2:1]1[O:10][C:9]2[CH:8]=[CH:7][C:5]([NH2:6])=[CH:4][C:3]=2[O:2]1.[CH3:11][C:12](OC(C)=O)=[O:13].C([O-])(O)=O.[Na+]. The catalyst is CC(O)=O. The product is [O:10]1[C:9]2[CH:8]=[CH:7][C:5]([NH:6][C:12](=[O:13])[CH3:11])=[CH:4][C:3]=2[O:2][CH2:1]1. The yield is 0.950. (3) The reactants are [Cl:1][C:2]1[N:7]=[CH:6][C:5]([CH:8]=[O:9])=[CH:4][CH:3]=1.C1N2CCN(CC2)C1.[C:18]([O:22][CH3:23])(=[O:21])[CH:19]=[CH2:20]. The catalyst is O1CCOCC1.O.[Cl-].[Na+].O. The product is [CH3:23][O:22][C:18](=[O:21])[C:19]([CH:8]([C:5]1[CH:6]=[N:7][C:2]([Cl:1])=[CH:3][CH:4]=1)[OH:9])=[CH2:20]. The yield is 0.680. (4) The product is [Cl:21][C:18]1[CH:19]=[CH:20][C:15]([C:8]2[CH:7]=[C:6]([CH2:4][OH:3])[N:11]3[N:12]=[CH:13][CH:14]=[C:10]3[N:9]=2)=[CH:16][CH:17]=1. The yield is 0.870. The reactants are C([O:3][C:4]([C:6]1[N:11]2[N:12]=[CH:13][CH:14]=[C:10]2[N:9]=[C:8]([C:15]2[CH:20]=[CH:19][C:18]([Cl:21])=[CH:17][CH:16]=2)[CH:7]=1)=O)C.[BH4-].[Na+]. The catalyst is CO.O1CCCC1. (5) The reactants are Cl[C:2]1[N:7]2[N:8]=[CH:9][CH:10]=[C:6]2[N:5]=[C:4]([CH3:11])[C:3]=1[CH:12]([CH2:18][CH2:19][CH3:20])[C:13]([O:15][CH2:16][CH3:17])=[O:14].[C:21]([NH:28][C@H:29]1[CH2:33][CH2:32][NH:31][CH2:30]1)([O:23][C:24]([CH3:27])([CH3:26])[CH3:25])=[O:22].C(N(C(C)C)CC)(C)C. The catalyst is C1(C)C=CC=CC=1. The product is [C:24]([O:23][C:21]([NH:28][C@H:29]1[CH2:33][CH2:32][N:31]([C:2]2[N:7]3[N:8]=[CH:9][CH:10]=[C:6]3[N:5]=[C:4]([CH3:11])[C:3]=2[CH:12]([CH2:18][CH2:19][CH3:20])[C:13]([O:15][CH2:16][CH3:17])=[O:14])[CH2:30]1)=[O:22])([CH3:27])([CH3:25])[CH3:26]. The yield is 0.930. (6) The reactants are Cl[C:2]1[N:6]([CH3:7])[N:5]=[CH:4][C:3]=1[N+:8]([O-:10])=[O:9].Cl.[F:12][C:13]1([F:19])[CH2:18][CH2:17][NH:16][CH2:15][CH2:14]1. No catalyst specified. The product is [F:12][C:13]1([F:19])[CH2:18][CH2:17][N:16]([C:2]2[N:6]([CH3:7])[N:5]=[CH:4][C:3]=2[N+:8]([O-:10])=[O:9])[CH2:15][CH2:14]1. The yield is 0.970. (7) The yield is 0.0200. The product is [CH3:20][O:19][C:17]1[C:16]([O:21][CH3:22])=[CH:15][C:14]2[N:10]([C:8]3[S:9][C:5]([C:3]([OH:2])=[O:4])=[C:6]([C:30]4[CH:29]=[CH:28][CH:27]=[C:26]([CH2:25][OH:24])[CH:31]=4)[N:7]=3)[CH:11]=[N:12][C:13]=2[CH:18]=1. No catalyst specified. The reactants are C[O:2][C:3]([C:5]1[S:9][C:8]([N:10]2[C:14]3[CH:15]=[C:16]([O:21][CH3:22])[C:17]([O:19][CH3:20])=[CH:18][C:13]=3[N:12]=[CH:11]2)=[N:7][C:6]=1Br)=[O:4].[OH:24][CH2:25][C:26]1[CH:27]=[C:28](B(O)O)[CH:29]=[CH:30][CH:31]=1. (8) The reactants are FC(F)(F)S(O[C:7]1[CH:12]=[CH:11][C:10]([Cl:13])=[CH:9][CH:8]=1)(=O)=O.[P:16]([O-:21])([O:19][CH3:20])[O:17][CH3:18].C(N(CC)CC)C. The catalyst is C1(C)C=CC=CC=1. The product is [Cl:13][C:10]1[CH:11]=[CH:12][C:7]([P:16](=[O:21])([O:19][CH3:20])[O:17][CH3:18])=[CH:8][CH:9]=1. The yield is 0.790.